This data is from Reaction yield outcomes from USPTO patents with 853,638 reactions. The task is: Predict the reaction yield, written as a fraction of the theoretical maximum amount of product (1.0 means a 100% yield; for example, 0.34 means a 34% yield). (1) The reactants are [CH3:1][O:2][C:3]([C:5]1[CH:6]=[C:7]([C:11]#[C:12][C:13]2[C:18]([C:19]([F:22])([F:21])[F:20])=[CH:17][N:16]=[C:15]([NH:23][C:24]3[CH:29]=[CH:28][C:27]([N:30]4[CH2:35][CH2:34][N:33]([C:36]([O:38][C:39]([CH3:42])([CH3:41])[CH3:40])=[O:37])[CH2:32][CH2:31]4)=[CH:26][CH:25]=3)[N:14]=2)[CH:8]=[CH:9][CH:10]=1)=[O:4].[H][H]. The catalyst is CN(C=O)C.CCOC(C)=O.[Pd]. The product is [CH3:1][O:2][C:3]([C:5]1[CH:6]=[C:7]([CH:8]=[CH:9][CH:10]=1)[CH2:11][CH2:12][C:13]1[C:18]([C:19]([F:22])([F:21])[F:20])=[CH:17][N:16]=[C:15]([NH:23][C:24]2[CH:25]=[CH:26][C:27]([N:30]3[CH2:31][CH2:32][N:33]([C:36]([O:38][C:39]([CH3:40])([CH3:41])[CH3:42])=[O:37])[CH2:34][CH2:35]3)=[CH:28][CH:29]=2)[N:14]=1)=[O:4]. The yield is 0.660. (2) The reactants are [CH2:1]([S:3]([C:6]1[CH:7]=[C:8]([C:28]([OH:30])=O)[C:9]2[NH:13][C:12]([NH:14][C:15]([C:17]3[N:18]=[CH:19][C:20]4[C:25]([CH:26]=3)=[CH:24][CH:23]=[CH:22][CH:21]=4)=[O:16])=[N:11][C:10]=2[CH:27]=1)(=[O:5])=[O:4])[CH3:2].CN(C(ON1N=NC2C=CC=CC1=2)=[N+](C)C)C.F[P-](F)(F)(F)(F)F.CCN(C(C)C)C(C)C.S(O)(O)(=O)=O.[NH2:69][C:70]1[NH:71][CH:72]=[CH:73][N:74]=1. The catalyst is CN(C=O)C.[Cl-].[Na+].O. The product is [CH2:1]([S:3]([C:6]1[CH:7]=[C:8]([C:28](=[O:30])[NH:69][C:70]2[NH:71][CH:72]=[CH:73][N:74]=2)[C:9]2[NH:13][C:12]([NH:14][C:15]([C:17]3[N:18]=[CH:19][C:20]4[C:25]([CH:26]=3)=[CH:24][CH:23]=[CH:22][CH:21]=4)=[O:16])=[N:11][C:10]=2[CH:27]=1)(=[O:5])=[O:4])[CH3:2]. The yield is 0.570.